This data is from Reaction yield outcomes from USPTO patents with 853,638 reactions. The task is: Predict the reaction yield, written as a fraction of the theoretical maximum amount of product (1.0 means a 100% yield; for example, 0.34 means a 34% yield). (1) The reactants are Cl.Cl.Cl.Cl.[NH2:5][C:6]1([C:10]2[CH:15]=[CH:14][C:13]([N:16]3[C:20]4=[N:21][C:22]([C:25]5[CH:30]=[CH:29][CH:28]=[C:27]([N:31]6[CH2:36][CH2:35][CH:34]([NH2:37])[CH2:33][CH2:32]6)[CH:26]=5)=[CH:23][CH:24]=[C:19]4[N:18]=[C:17]3[C:38]3[C:39]([NH2:44])=[N:40][CH:41]=[CH:42][CH:43]=3)=[CH:12][CH:11]=2)[CH2:9][CH2:8][CH2:7]1.C(N(CC)CC)C.[CH3:52][S:53](Cl)(=[O:55])=[O:54]. The catalyst is C(Cl)Cl.CCOC(C)=O. The product is [NH2:5][C:6]1([C:10]2[CH:11]=[CH:12][C:13]([N:16]3[C:20]4=[N:21][C:22]([C:25]5[CH:26]=[C:27]([N:31]6[CH2:32][CH2:33][CH:34]([NH:37][S:53]([CH3:52])(=[O:55])=[O:54])[CH2:35][CH2:36]6)[CH:28]=[CH:29][CH:30]=5)=[CH:23][CH:24]=[C:19]4[N:18]=[C:17]3[C:38]3[C:39]([NH2:44])=[N:40][CH:41]=[CH:42][CH:43]=3)=[CH:14][CH:15]=2)[CH2:7][CH2:8][CH2:9]1. The yield is 0.540. (2) The reactants are [Cl:1][C:2]1[CH:3]=[C:4]([CH:9]=[CH:10][C:11]=1[NH:12][CH3:13])[C:5]([O:7][CH3:8])=[O:6].CN(C)C=O.[H-].[Na+].[Br:21][C:22]1[CH:23]=[CH:24][C:25]2[C:31]3[S:32][C:33]([C:35](Cl)=[O:36])=[CH:34][C:30]=3[CH2:29][CH2:28][O:27][C:26]=2[CH:38]=1. No catalyst specified. The product is [Br:21][C:22]1[CH:23]=[CH:24][C:25]2[C:31]3[S:32][C:33]([C:35]([N:12]([C:11]4[CH:10]=[CH:9][C:4]([C:5]([O:7][CH3:8])=[O:6])=[CH:3][C:2]=4[Cl:1])[CH3:13])=[O:36])=[CH:34][C:30]=3[CH2:29][CH2:28][O:27][C:26]=2[CH:38]=1. The yield is 0.650.